From a dataset of Full USPTO retrosynthesis dataset with 1.9M reactions from patents (1976-2016). Predict the reactants needed to synthesize the given product. (1) Given the product [CH3:21][O:20][C:12]1[CH:13]=[C:14]([N+:17]([O-:19])=[O:18])[CH:15]=[CH:16][C:11]=1[N:8]1[CH2:7][CH2:6][N:5]([CH2:3][C@@H:2]([OH:1])[CH3:22])[CH2:10][CH2:9]1, predict the reactants needed to synthesize it. The reactants are: [OH:1][C@@H:2]([CH3:22])[C:3]([N:5]1[CH2:10][CH2:9][N:8]([C:11]2[CH:16]=[CH:15][C:14]([N+:17]([O-:19])=[O:18])=[CH:13][C:12]=2[O:20][CH3:21])[CH2:7][CH2:6]1)=O.B.C1COCC1.CO. (2) Given the product [CH3:28][O:17][C:16](=[O:18])[C:15]1[CH:19]=[CH:20][CH:21]=[CH:22][C:14]=1[CH2:13][C:3]1[C:4](=[O:12])[O:5][C:6]2[C:11]([C:2]=1[OH:1])=[CH:10][CH:9]=[CH:8][CH:7]=2, predict the reactants needed to synthesize it. The reactants are: [OH:1][C:2]1[C:11]2[C:6](=[CH:7][CH:8]=[CH:9][CH:10]=2)[O:5][C:4](=[O:12])[C:3]=1[CH2:13][C:14]1[CH:22]=[CH:21][CH:20]=[CH:19][C:15]=1[C:16]([OH:18])=[O:17].S(=O)(=O)(O)O.[CH3:28]O. (3) Given the product [Br:1][C:2]1[CH:3]=[CH:4][C:5]([Cl:11])=[C:6]([CH:10]=1)[C:7]([NH:21][CH:18]1[CH2:20][CH2:19]1)=[O:9], predict the reactants needed to synthesize it. The reactants are: [Br:1][C:2]1[CH:3]=[CH:4][C:5]([Cl:11])=[C:6]([CH:10]=1)[C:7]([OH:9])=O.C(Cl)(=O)C(Cl)=O.[CH:18]1([NH2:21])[CH2:20][CH2:19]1.CCN(C(C)C)C(C)C. (4) Given the product [C:37]([NH:36][C:32]1[CH:31]=[C:30]([CH:35]=[CH:34][CH:33]=1)[CH2:29][N:26]1[CH:27]=[CH:28][C:24]([NH:23][C:13](=[O:15])/[C:12](/[C:4]2[CH:5]=[CH:6][C:7]([S:8]([CH3:11])(=[O:9])=[O:10])=[C:2]([Cl:1])[CH:3]=2)=[N:16]/[O:17][CH:18]2[CH2:22][CH2:21][CH2:20][CH2:19]2)=[N:25]1)(=[O:39])[CH3:38], predict the reactants needed to synthesize it. The reactants are: [Cl:1][C:2]1[CH:3]=[C:4](/[C:12](=[N:16]\[O:17][CH:18]2[CH2:22][CH2:21][CH2:20][CH2:19]2)/[C:13]([OH:15])=O)[CH:5]=[CH:6][C:7]=1[S:8]([CH3:11])(=[O:10])=[O:9].[NH2:23][C:24]1[CH:28]=[CH:27][N:26]([CH2:29][C:30]2[CH:31]=[C:32]([NH:36][C:37](=[O:39])[CH3:38])[CH:33]=[CH:34][CH:35]=2)[N:25]=1.C(N(CC)C(C)C)(C)C. (5) Given the product [NH2:8][C@@H:9]([CH:50]([CH3:52])[CH3:51])[C:10]([O:12][C@H:13]1[CH2:17][C@H:16]([NH:18][C:19]2[C:24]([C:25]([C:27]3[S:28][C:29]([CH3:43])=[C:30]([C@H:32]4[C:41]5[C:36](=[CH:37][CH:38]=[C:39]([Cl:42])[CH:40]=5)[CH2:35][CH2:34][O:33]4)[CH:31]=3)=[O:26])=[CH:23][N:22]=[CH:21][N:20]=2)[CH2:15][C@@H:14]1[CH2:44][O:45][S:46](=[O:48])(=[O:49])[NH2:47])=[O:11], predict the reactants needed to synthesize it. The reactants are: C(OC([NH:8][C@@H:9]([CH:50]([CH3:52])[CH3:51])[C:10]([O:12][C@H:13]1[CH2:17][C@H:16]([NH:18][C:19]2[C:24]([C:25]([C:27]3[S:28][C:29]([CH3:43])=[C:30]([C@H:32]4[C:41]5[C:36](=[CH:37][CH:38]=[C:39]([Cl:42])[CH:40]=5)[CH2:35][CH2:34][O:33]4)[CH:31]=3)=[O:26])=[CH:23][N:22]=[CH:21][N:20]=2)[CH2:15][C@@H:14]1[CH2:44][O:45][S:46](=[O:49])(=[O:48])[NH2:47])=[O:11])=O)(C)(C)C.Cl. (6) The reactants are: Br[C:2]1[N:7]2[CH:8]=[C:9](/[CH:11]=[CH:12]/[C:13]3[CH:22]=[CH:21][C:20]4[C:15](=[CH:16][CH:17]=[CH:18][CH:19]=4)[N:14]=3)[N:10]=[C:6]2[C:5]([N:23]2[CH2:28][CH2:27][O:26][CH2:25][CH2:24]2)=[N:4][CH:3]=1.[Si:29]([O:36][CH2:37][CH2:38][NH:39][S:40]([C:43]1[CH:48]=[CH:47][C:46](B(O)O)=[CH:45][CH:44]=1)(=[O:42])=[O:41])([C:32]([CH3:35])([CH3:34])[CH3:33])([CH3:31])[CH3:30]. Given the product [Si:29]([O:36][CH2:37][CH2:38][NH:39][S:40]([C:43]1[CH:48]=[CH:47][C:46]([C:2]2[N:7]3[CH:8]=[C:9](/[CH:11]=[CH:12]/[C:13]4[CH:22]=[CH:21][C:20]5[C:15](=[CH:16][CH:17]=[CH:18][CH:19]=5)[N:14]=4)[N:10]=[C:6]3[C:5]([N:23]3[CH2:24][CH2:25][O:26][CH2:27][CH2:28]3)=[N:4][CH:3]=2)=[CH:45][CH:44]=1)(=[O:42])=[O:41])([C:32]([CH3:35])([CH3:34])[CH3:33])([CH3:31])[CH3:30], predict the reactants needed to synthesize it. (7) Given the product [CH:9]1[C:10]2[CH2:1][CH2:2][CH2:3][CH2:4][C:5]=2[CH:6]=[CH:7][C:8]=1[S:12]([Cl:11])(=[O:14])=[O:13], predict the reactants needed to synthesize it. The reactants are: [CH:1]1[C:10]2[CH2:9][CH2:8][CH2:7][CH2:6][C:5]=2[CH:4]=[CH:3][CH:2]=1.[Cl:11][S:12](O)(=[O:14])=[O:13]. (8) Given the product [C:17]([O:21][C:22]([N:24]1[CH2:25][CH:26]2[O:32][CH:30]([CH2:29][N:28]([CH2:13][CH2:12][S:9](=[O:11])(=[O:10])[NH:8][CH2:7][C:6]3[CH:15]=[CH:16][C:3]([C:1]#[N:2])=[CH:4][CH:5]=3)[CH2:27]2)[CH2:31]1)=[O:23])([CH3:20])([CH3:18])[CH3:19], predict the reactants needed to synthesize it. The reactants are: [C:1]([C:3]1[CH:16]=[CH:15][C:6]([CH2:7][NH:8][S:9]([CH2:12][CH2:13]Cl)(=[O:11])=[O:10])=[CH:5][CH:4]=1)#[N:2].[C:17]([O:21][C:22]([N:24]1[CH2:31][CH:30]2[O:32][CH:26]([CH2:27][NH:28][CH2:29]2)[CH2:25]1)=[O:23])([CH3:20])([CH3:19])[CH3:18].C(=O)([O-])[O-].[K+].[K+]. (9) Given the product [CH2:11]([C:13]1[N:14]([CH2:26][CH2:27][CH2:28][CH:29]=[O:30])[C:15]2[C:24]3[CH:23]=[CH:22][CH:21]=[CH:20][C:19]=3[N:18]=[CH:17][C:16]=2[N:25]=1)[CH3:12], predict the reactants needed to synthesize it. The reactants are: CS(C)=O.C(Cl)(=O)C(Cl)=O.[CH2:11]([C:13]1[N:14]([CH2:26][CH2:27][CH2:28][CH2:29][OH:30])[C:15]2[C:24]3[CH:23]=[CH:22][CH:21]=[CH:20][C:19]=3[N:18]=[CH:17][C:16]=2[N:25]=1)[CH3:12].C(N(CC)CC)C.